This data is from Peptide-MHC class I binding affinity with 185,985 pairs from IEDB/IMGT. The task is: Regression. Given a peptide amino acid sequence and an MHC pseudo amino acid sequence, predict their binding affinity value. This is MHC class I binding data. (1) The peptide sequence is RYFSVTRPL. The MHC is HLA-A02:01 with pseudo-sequence HLA-A02:01. The binding affinity (normalized) is 0.0847. (2) The peptide sequence is NKWRMLIDF. The MHC is Mamu-B17 with pseudo-sequence Mamu-B17. The binding affinity (normalized) is 0. (3) The peptide sequence is VIANSTNAT. The MHC is HLA-A03:01 with pseudo-sequence HLA-A03:01. The binding affinity (normalized) is 0.0847. (4) The peptide sequence is VVRPPFNMLK. The MHC is HLA-A11:01 with pseudo-sequence HLA-A11:01. The binding affinity (normalized) is 0.606. (5) The peptide sequence is PLDEEFRQY. The MHC is Mamu-B17 with pseudo-sequence Mamu-B17. The binding affinity (normalized) is 0.